This data is from Full USPTO retrosynthesis dataset with 1.9M reactions from patents (1976-2016). The task is: Predict the reactants needed to synthesize the given product. (1) The reactants are: [F:1][C:2]([F:27])([F:26])[C:3]1[CH:8]=[C:7]([C:9]2[S:19][C:12]3=[N:13][CH:14]=[C:15]([CH:17]=O)[CH:16]=[C:11]3[CH:10]=2)[CH:6]=[CH:5][C:4]=1[C:20]1[CH:25]=[CH:24][CH:23]=[CH:22][CH:21]=1.Cl.[NH2:29][CH2:30][CH2:31][C:32]([OH:34])=[O:33].C(N(CC)CC)C.[BH4-].[Na+]. Given the product [F:26][C:2]([F:1])([F:27])[C:3]1[CH:8]=[C:7]([C:9]2[S:19][C:12]3=[N:13][CH:14]=[C:15]([CH2:17][NH:29][CH2:30][CH2:31][C:32]([OH:34])=[O:33])[CH:16]=[C:11]3[CH:10]=2)[CH:6]=[CH:5][C:4]=1[C:20]1[CH:25]=[CH:24][CH:23]=[CH:22][CH:21]=1, predict the reactants needed to synthesize it. (2) Given the product [C:29]([C:26]([C:22]1[CH:21]=[C:20]([CH:25]=[CH:24][CH:23]=1)[C:19]([NH:18][C:13]1[CH:14]=[CH:15][C:16]([CH3:17])=[C:11]([O:10][C:8]2[CH:7]=[CH:6][C:5]3[N:4]([N:3]=[C:2]([NH:1][C:35](=[O:36])[CH2:34][N:49]4[CH2:50][CH2:51][N:46]([CH3:45])[CH2:47][CH2:48]4)[N:32]=3)[CH:9]=2)[CH:12]=1)=[O:31])([CH3:28])[CH3:27])#[N:30], predict the reactants needed to synthesize it. The reactants are: [NH2:1][C:2]1[N:32]=[C:5]2[CH:6]=[CH:7][C:8]([O:10][C:11]3[CH:12]=[C:13]([NH:18][C:19](=[O:31])[C:20]4[CH:25]=[CH:24][CH:23]=[C:22]([C:26]([C:29]#[N:30])([CH3:28])[CH3:27])[CH:21]=4)[CH:14]=[CH:15][C:16]=3[CH3:17])=[CH:9][N:4]2[N:3]=1.Cl[CH2:34][C:35](Cl)=[O:36].C(N(CC)CC)C.[CH3:45][N:46]1[CH2:51][CH2:50][NH:49][CH2:48][CH2:47]1.C(=O)([O-])O.[Na+]. (3) Given the product [CH3:9][C@H:7]1[CH2:8][C@@H:3]([CH2:2][O:1][S:23]([C:20]2[CH:21]=[CH:22][C:17]([CH3:27])=[CH:18][CH:19]=2)(=[O:25])=[O:24])[CH2:4][N:5]([C:10]([O:12][C:13]([CH3:15])([CH3:14])[CH3:16])=[O:11])[CH2:6]1, predict the reactants needed to synthesize it. The reactants are: [OH:1][CH2:2][C@@H:3]1[CH2:8][C@H:7]([CH3:9])[CH2:6][N:5]([C:10]([O:12][C:13]([CH3:16])([CH3:15])[CH3:14])=[O:11])[CH2:4]1.[C:17]1([CH3:27])[CH:22]=[CH:21][C:20]([S:23](Cl)(=[O:25])=[O:24])=[CH:19][CH:18]=1.CCN(C(C)C)C(C)C.O. (4) Given the product [NH2:35][C:33]1[S:34][CH2:2][C:3]([NH:5][C:6]2[C:7]([CH3:31])=[C:8]3[C:13]([NH:14][C:15]4[CH:20]=[CH:19][C:18]([O:21][C:22]5[CH:27]=[CH:26][CH:25]=[CH:24][CH:23]=5)=[CH:17][CH:16]=4)=[C:12]([C:28]#[N:29])[CH:11]=[N:10][N:9]3[CH:30]=2)([OH:4])[N:32]=1, predict the reactants needed to synthesize it. The reactants are: Br[CH2:2][C:3]([NH:5][C:6]1[C:7]([CH3:31])=[C:8]2[C:13]([NH:14][C:15]3[CH:20]=[CH:19][C:18]([O:21][C:22]4[CH:27]=[CH:26][CH:25]=[CH:24][CH:23]=4)=[CH:17][CH:16]=3)=[C:12]([C:28]#[N:29])[CH:11]=[N:10][N:9]2[CH:30]=1)=[O:4].[NH2:32][C:33]([NH2:35])=[S:34].